From a dataset of Full USPTO retrosynthesis dataset with 1.9M reactions from patents (1976-2016). Predict the reactants needed to synthesize the given product. (1) Given the product [CH3:1][O:2][C:3]([C:5]1[C:9]([NH:10][C:29](=[O:30])[CH2:28][O:27][C:24]2[CH:23]=[CH:22][C:21]([Br:20])=[CH:26][N:25]=2)=[CH:8][S:7][CH:6]=1)=[O:4], predict the reactants needed to synthesize it. The reactants are: [CH3:1][O:2][C:3]([C:5]1[C:9]([NH2:10])=[CH:8][S:7][CH:6]=1)=[O:4].C(N(C(C)C)C(C)C)C.[Br:20][C:21]1[CH:22]=[CH:23][C:24]([O:27][CH2:28][C:29](O)=[O:30])=[N:25][CH:26]=1.CN(C(ON1N=NC2C=CC=NC1=2)=[N+](C)C)C.F[P-](F)(F)(F)(F)F. (2) Given the product [F:15][C:16]([F:23])([F:22])[S:17]([O-:20])(=[O:19])=[O:18].[C:12]([C:11]1[N:7]([C:3]2[CH:2]=[C:1]([CH3:14])[CH:6]=[CH:5][CH:4]=2)[CH:8]=[N+:9]([CH3:16])[CH:10]=1)#[N:13], predict the reactants needed to synthesize it. The reactants are: [C:1]1([CH3:14])[CH:6]=[CH:5][CH:4]=[C:3]([N:7]2[C:11]([C:12]#[N:13])=[CH:10][N:9]=[CH:8]2)[CH:2]=1.[F:15][C:16]([F:23])([F:22])[S:17]([O:20]C)(=[O:19])=[O:18]. (3) Given the product [Br:10][C:8]1[CH:9]=[C:2]2[C:3]([CH:4]=[N:11][C:12]([OH:13])=[N:1]2)=[CH:6][CH:7]=1, predict the reactants needed to synthesize it. The reactants are: [NH2:1][C:2]1[CH:9]=[C:8]([Br:10])[CH:7]=[CH:6][C:3]=1[CH:4]=O.[NH2:11][C:12](N)=[O:13].